This data is from Catalyst prediction with 721,799 reactions and 888 catalyst types from USPTO. The task is: Predict which catalyst facilitates the given reaction. (1) Reactant: [NH2:1][C@@H:2]1[CH2:7][CH2:6][C@H:5]([C:8]([OH:10])=[O:9])[CH2:4][CH2:3]1.C(N(CC)CC)C.C([N:26]=[C:27]=[S:28])(=O)C1C=CC=CC=1.[OH-].[Li+].Br[CH2:32][C:33]([C:35]1[CH:40]=[CH:39][C:38]([Br:41])=[CH:37][CH:36]=1)=O.Cl. Product: [Br:41][C:38]1[CH:39]=[CH:40][C:35]([C:33]2[N:26]=[C:27]([NH:1][CH:2]3[CH2:7][CH2:6][CH:5]([C:8]([OH:10])=[O:9])[CH2:4][CH2:3]3)[S:28][CH:32]=2)=[CH:36][CH:37]=1. The catalyst class is: 20. (2) Reactant: [C:1]([OH:4])(=O)[CH3:2].[C:5]1([CH:11]([C:34]2[CH:39]=[CH:38][CH:37]=[CH:36][CH:35]=2)[CH2:12][CH2:13][N:14]([CH:28]2[CH2:33][CH2:32][NH:31][CH2:30][CH2:29]2)[C:15]([NH:17][C:18]2[CH:23]=[CH:22][CH:21]=[C:20]([C:24]([F:27])([F:26])[F:25])[CH:19]=2)=[O:16])[CH:10]=[CH:9][CH:8]=[CH:7][CH:6]=1. Product: [C:1]([N:31]1[CH2:32][CH2:33][CH:28]([N:14]([CH2:13][CH2:12][CH:11]([C:5]2[CH:10]=[CH:9][CH:8]=[CH:7][CH:6]=2)[C:34]2[CH:35]=[CH:36][CH:37]=[CH:38][CH:39]=2)[C:15]([NH:17][C:18]2[CH:23]=[CH:22][CH:21]=[C:20]([C:24]([F:25])([F:26])[F:27])[CH:19]=2)=[O:16])[CH2:29][CH2:30]1)(=[O:4])[CH3:2]. The catalyst class is: 4. (3) Reactant: F[P-](F)(F)(F)(F)F.N1(OC(N(C)C)=[N+](C)C)C2N=CC=CC=2N=N1.[C:25]([O:29][C:30]([NH:32][C:33]1([C:48]([OH:50])=O)[CH2:38][CH2:37][N:36]([C:39]2[C:40]3[CH:47]=[CH:46][NH:45][C:41]=3[N:42]=[CH:43][N:44]=2)[CH2:35][CH2:34]1)=[O:31])([CH3:28])([CH3:27])[CH3:26].C(N(C(C)C)C(C)C)C.[NH2:60][CH:61]([C:67]1[CH:72]=[CH:71][C:70]([Cl:73])=[CH:69][CH:68]=1)[CH2:62][NH:63][C:64](=[O:66])[CH3:65]. Product: [C:64]([NH:63][CH2:62][CH:61]([NH:60][C:48]([C:33]1([NH:32][C:30](=[O:31])[O:29][C:25]([CH3:27])([CH3:26])[CH3:28])[CH2:34][CH2:35][N:36]([C:39]2[C:40]3[CH:47]=[CH:46][NH:45][C:41]=3[N:42]=[CH:43][N:44]=2)[CH2:37][CH2:38]1)=[O:50])[C:67]1[CH:68]=[CH:69][C:70]([Cl:73])=[CH:71][CH:72]=1)(=[O:66])[CH3:65]. The catalyst class is: 37. (4) Reactant: [OH:1][CH2:2][CH2:3][C:4]1[CH:9]=[CH:8][C:7]([N:10]2[CH2:15][CH2:14][CH:13]([NH:16][C:17]([O:19][CH2:20][C:21]3[CH:26]=[CH:25][CH:24]=[CH:23][CH:22]=3)=[O:18])[CH2:12][CH2:11]2)=[CH:6][CH:5]=1.[C:27]1([CH3:37])[CH:32]=[CH:31][C:30]([S:33](Cl)(=[O:35])=[O:34])=[CH:29][CH:28]=1.O. Product: [S:33]([O:1][CH2:2][CH2:3][C:4]1[CH:5]=[CH:6][C:7]([N:10]2[CH2:11][CH2:12][CH:13]([NH:16][C:17]([O:19][CH2:20][C:21]3[CH:22]=[CH:23][CH:24]=[CH:25][CH:26]=3)=[O:18])[CH2:14][CH2:15]2)=[CH:8][CH:9]=1)([C:30]1[CH:31]=[CH:32][C:27]([CH3:37])=[CH:28][CH:29]=1)(=[O:35])=[O:34]. The catalyst class is: 17. (5) Reactant: [N+:1]([C:4]1[CH:18]=[CH:17][C:7]2[N:8]=[C:9]([CH2:11][N:12]3[CH2:16][CH2:15][CH2:14][CH2:13]3)[O:10][C:6]=2[CH:5]=1)([O-])=O.[O-2].[Al+3].[O-2].[O-2].[Al+3].ClCCl.C(O)C. Product: [N:12]1([CH2:11][C:9]2[O:10][C:6]3[CH:5]=[C:4]([NH2:1])[CH:18]=[CH:17][C:7]=3[N:8]=2)[CH2:16][CH2:15][CH2:14][CH2:13]1. The catalyst class is: 5. (6) Reactant: C([O-])([O-])=O.[K+].[K+].[C:7]([NH:14][C@@H:15]([CH2:19][C:20]1[CH:27]=[C:25]([OH:26])[C:23]([OH:24])=[CH:22][CH:21]=1)[C:16]([OH:18])=[O:17])([O:9][C:10]([CH3:13])([CH3:12])[CH3:11])=[O:8].[CH2:28](Br)[C:29]1[CH:34]=[CH:33][CH:32]=[CH:31][CH:30]=1. Product: [CH2:28]([O:26][C:25]1[CH:27]=[C:20]([CH2:19][C@H:15]([NH:14][C:7]([O:9][C:10]([CH3:12])([CH3:13])[CH3:11])=[O:8])[C:16]([O:18][CH2:19][C:20]2[CH:27]=[CH:25][CH:23]=[CH:22][CH:21]=2)=[O:17])[CH:21]=[CH:22][C:23]=1[O:24][CH2:28][C:29]1[CH:34]=[CH:33][CH:32]=[CH:31][CH:30]=1)[C:29]1[CH:34]=[CH:33][CH:32]=[CH:31][CH:30]=1. The catalyst class is: 10. (7) Reactant: [CH3:1][CH:2]([C:7]1[CH:12]=[C:11]([Cl:13])[CH:10]=[CH:9][C:8]=1[N+:14]([O-])=O)[C:3](OC)=[O:4]. Product: [Cl:13][C:11]1[CH:12]=[C:7]2[C:8](=[CH:9][CH:10]=1)[NH:14][C:3](=[O:4])[CH:2]2[CH3:1]. The catalyst class is: 180. (8) The catalyst class is: 29. Reactant: [N+:1]([C:4]1[CH:9]=[CH:8][CH:7]=[CH:6][C:5]=1[B:10]([OH:12])[OH:11])([O-])=O. Product: [NH2:1][C:4]1[CH:9]=[CH:8][CH:7]=[CH:6][C:5]=1[B:10]([OH:12])[OH:11]. (9) Reactant: C(O)(C(F)(F)F)=O.[Br:8][C:9]1[CH:14]=[CH:13][C:12]([C:15]([S:17]([C:20]2[CH:25]=[CH:24][C:23]([F:26])=[CH:22][CH:21]=2)(=[O:19])=[O:18])=[CH2:16])=[CH:11][C:10]=1[F:27].[CH2:28]([N:35]([CH2:39][Si](C)(C)C)[CH2:36]OC)[C:29]1[CH:34]=[CH:33][CH:32]=[CH:31][CH:30]=1. Product: [CH2:28]([N:35]1[CH2:39][CH2:16][C@:15]([C:12]2[CH:13]=[CH:14][C:9]([Br:8])=[C:10]([F:27])[CH:11]=2)([S:17]([C:20]2[CH:21]=[CH:22][C:23]([F:26])=[CH:24][CH:25]=2)(=[O:18])=[O:19])[CH2:36]1)[C:29]1[CH:34]=[CH:33][CH:32]=[CH:31][CH:30]=1. The catalyst class is: 2. (10) Reactant: [F-:1].C([N+](CCCC)(CCCC)CCCC)CCC.[CH2:19]([N:26]1[C:30]([CH3:32])([CH3:31])[CH2:29]OS1(=O)=O)[C:20]1[CH:25]=[CH:24][CH:23]=[CH:22][CH:21]=1.S(=O)(=O)(O)O.C(=O)(O)[O-].[Na+]. Product: [CH2:19]([NH:26][C:30]([CH3:32])([CH3:31])[CH2:29][F:1])[C:20]1[CH:25]=[CH:24][CH:23]=[CH:22][CH:21]=1. The catalyst class is: 7.